From a dataset of Peptide-MHC class I binding affinity with 185,985 pairs from IEDB/IMGT. Regression. Given a peptide amino acid sequence and an MHC pseudo amino acid sequence, predict their binding affinity value. This is MHC class I binding data. (1) The peptide sequence is IQKNPDGSW. The MHC is HLA-B35:01 with pseudo-sequence HLA-B35:01. The binding affinity (normalized) is 0.0847. (2) The peptide sequence is VQTAAAVVF. The MHC is HLA-A02:01 with pseudo-sequence HLA-A02:01. The binding affinity (normalized) is 0.213. (3) The peptide sequence is AYDDAEQMY. The MHC is HLA-B38:01 with pseudo-sequence HLA-B38:01. The binding affinity (normalized) is 0.0847. (4) The peptide sequence is FKYDSTKPL. The MHC is HLA-A26:01 with pseudo-sequence HLA-A26:01. The binding affinity (normalized) is 0.0847.